From a dataset of Forward reaction prediction with 1.9M reactions from USPTO patents (1976-2016). Predict the product of the given reaction. (1) Given the reactants [N:1]1([C:7]2[N:12]=[CH:11][NH:10][C:9](=[O:13])[CH:8]=2)[CH2:6][CH2:5][NH:4][CH2:3][CH2:2]1.[Cl:14][C:15]1[CH:22]=[C:21]([Cl:23])[CH:20]=[C:17]([CH:18]=O)[C:16]=1[OH:24], predict the reaction product. The product is: [Cl:14][C:15]1[C:16]([OH:24])=[C:17]([CH:20]=[C:21]([Cl:23])[CH:22]=1)[CH2:18][N:4]1[CH2:5][CH2:6][N:1]([C:7]2[N:12]=[CH:11][NH:10][C:9](=[O:13])[CH:8]=2)[CH2:2][CH2:3]1. (2) The product is: [Cl:1][C:2]1[CH:16]=[CH:15][C:5]([CH2:6][NH2:7])=[CH:4][C:3]=1[NH:17][C:18]1[N:22]([CH3:23])[C:21]2[CH:24]=[C:25]([N:29]3[CH2:30][CH2:31][CH:32]([C:35]([F:37])([F:36])[F:38])[CH2:33][CH2:34]3)[C:26]([Cl:28])=[CH:27][C:20]=2[N:19]=1. Given the reactants [Cl:1][C:2]1[CH:16]=[CH:15][C:5]([CH2:6][NH:7]C(=O)OC(C)(C)C)=[CH:4][C:3]=1[NH:17][C:18]1[N:22]([CH3:23])[C:21]2[CH:24]=[C:25]([N:29]3[CH2:34][CH2:33][CH:32]([C:35]([F:38])([F:37])[F:36])[CH2:31][CH2:30]3)[C:26]([Cl:28])=[CH:27][C:20]=2[N:19]=1.C(O)(C(F)(F)F)=O, predict the reaction product. (3) The product is: [Cl:8][C:6]1[CH:5]=[N:4][C:3]2[C:9](=[O:10])[NH:11][CH:12]=[N:1][C:2]=2[CH:7]=1. Given the reactants [NH2:1][C:2]1[C:3]([C:9]([NH2:11])=[O:10])=[N:4][CH:5]=[C:6]([Cl:8])[CH:7]=1.[CH:12](OCC)(OCC)OCC, predict the reaction product. (4) Given the reactants [CH3:1][NH2:2].[Br:3][C:4]1[CH:9]=[CH:8][C:7]([S:10](Cl)(=[O:12])=[O:11])=[CH:6][C:5]=1[CH3:14], predict the reaction product. The product is: [Br:3][C:4]1[CH:9]=[CH:8][C:7]([S:10]([NH:2][CH3:1])(=[O:12])=[O:11])=[CH:6][C:5]=1[CH3:14].